This data is from Forward reaction prediction with 1.9M reactions from USPTO patents (1976-2016). The task is: Predict the product of the given reaction. Given the reactants [NH:1]1[CH:5]=[CH:4][C:3]([C:6]([O:8][CH3:9])=[O:7])=[CH:2]1.Br[CH2:11][C:12]([O:14]C(C)(C)C)=[O:13].C(=O)([O-])[O-].[Cs+].[Cs+].[Li+].[OH-], predict the reaction product. The product is: [CH3:9][O:8][C:6]([C:3]1[CH:4]=[CH:5][N:1]([CH2:11][C:12]([OH:14])=[O:13])[CH:2]=1)=[O:7].